From a dataset of Catalyst prediction with 721,799 reactions and 888 catalyst types from USPTO. Predict which catalyst facilitates the given reaction. (1) Reactant: [CH2:1]([O:8][C:9]([N:11]1[CH2:15][CH2:14][C:13](=[CH:16][CH3:17])[CH2:12]1)=[O:10])[C:2]1[CH:7]=[CH:6][CH:5]=[CH:4][CH:3]=1.ClC1C=C(C=CC=1)C(OO)=[O:23].S([O-])([O-])=O.[Na+].[Na+]. Product: [CH2:1]([O:8][C:9]([N:11]1[CH2:15][CH2:14][C:13]2([O:23][CH:16]2[CH3:17])[CH2:12]1)=[O:10])[C:2]1[CH:3]=[CH:4][CH:5]=[CH:6][CH:7]=1. The catalyst class is: 4. (2) Reactant: [CH2:1]([CH:3]1[N:12]2[C:7](=[CH:8][C:9](=[O:18])[C:10]([C:13]([O:15][CH2:16][CH3:17])=[O:14])=[CH:11]2)[C:6]2[CH:19]=[C:20]([O:24][CH3:25])[C:21]([OH:23])=[CH:22][C:5]=2[CH2:4]1)[CH3:2].Br[CH2:27][CH2:28][CH2:29][O:30][CH3:31].C([O-])([O-])=O.[K+].[K+]. Product: [CH2:1]([CH:3]1[N:12]2[C:7](=[CH:8][C:9](=[O:18])[C:10]([C:13]([O:15][CH2:16][CH3:17])=[O:14])=[CH:11]2)[C:6]2[CH:19]=[C:20]([O:24][CH3:25])[C:21]([O:23][CH2:27][CH2:28][CH2:29][O:30][CH3:31])=[CH:22][C:5]=2[CH2:4]1)[CH3:2]. The catalyst class is: 3. (3) Reactant: [NH2:1][C:2]1[CH:7]=[CH:6][CH:5]=[CH:4][C:3]=1[NH:8][C:9](=[O:18])[C:10]1[CH:15]=[CH:14][C:13]([C:16]#[N:17])=[CH:12][CH:11]=1.S(=O)(=O)(O)O.[H][H]. Product: [NH2:17][CH2:16][C:13]1[CH:12]=[CH:11][C:10]([C:9]([NH:8][C:3]2[CH:4]=[CH:5][CH:6]=[CH:7][C:2]=2[NH2:1])=[O:18])=[CH:15][CH:14]=1. The catalyst class is: 19.